From a dataset of Catalyst prediction with 721,799 reactions and 888 catalyst types from USPTO. Predict which catalyst facilitates the given reaction. Reactant: FC(F)(F)C(O)=O.[C:8]([C:10]1[CH:11]=[C:12]([CH:16]([O:24][N:25]2[C:33](=[O:34])[C:32]3[C:27](=[CH:28][CH:29]=[CH:30][CH:31]=3)[C:26]2=[O:35])[C:17]([O:19]C(C)(C)C)=[O:18])[CH:13]=[CH:14][CH:15]=1)#[N:9]. Product: [C:8]([C:10]1[CH:11]=[C:12]([CH:16]([O:24][N:25]2[C:26](=[O:35])[C:27]3[C:32](=[CH:31][CH:30]=[CH:29][CH:28]=3)[C:33]2=[O:34])[C:17]([OH:19])=[O:18])[CH:13]=[CH:14][CH:15]=1)#[N:9]. The catalyst class is: 2.